Predict the product of the given reaction. From a dataset of Forward reaction prediction with 1.9M reactions from USPTO patents (1976-2016). (1) Given the reactants C([O:3][C:4](=[O:25])[C:5]1[CH:10]=[CH:9][C:8]([N:11]2[C:19]3[C:14](=[CH:15][C:16]([O:21]C)=[C:17]([F:20])[CH:18]=3)[C:13]([C:23]#[N:24])=[CH:12]2)=[CH:7][CH:6]=1)C.B(Br)(Br)Br.O, predict the reaction product. The product is: [C:23]([C:13]1[C:14]2[C:19](=[CH:18][C:17]([F:20])=[C:16]([OH:21])[CH:15]=2)[N:11]([C:8]2[CH:9]=[CH:10][C:5]([C:4]([OH:25])=[O:3])=[CH:6][CH:7]=2)[CH:12]=1)#[N:24]. (2) Given the reactants Cl.[CH3:2][NH:3][CH3:4].[Al](C)(C)C.[C:9]([NH:12][C:13]1[C:22]2[C:17](=[N:18][C:19]([C:30]3[CH:35]=[CH:34][C:33]([Cl:36])=[CH:32][C:31]=3[Cl:37])=[C:20]([C:23]3[CH:28]=[CH:27][C:26]([Cl:29])=[CH:25][CH:24]=3)[CH:21]=2)[N:16]([CH3:38])[C:15](=[O:39])[C:14]=1[C:40](OC)=[O:41])(=[O:11])[CH3:10], predict the reaction product. The product is: [C:9]([NH:12][C:13]1[C:22]2[C:17](=[N:18][C:19]([C:30]3[CH:35]=[CH:34][C:33]([Cl:36])=[CH:32][C:31]=3[Cl:37])=[C:20]([C:23]3[CH:24]=[CH:25][C:26]([Cl:29])=[CH:27][CH:28]=3)[CH:21]=2)[N:16]([CH3:38])[C:15](=[O:39])[C:14]=1[C:40]([N:3]([CH3:4])[CH3:2])=[O:41])(=[O:11])[CH3:10]. (3) Given the reactants [F:1][CH:2]([F:26])[C:3]1[CH:8]=[CH:7][N:6]=[C:5]([NH:9][C:10]2[CH:15]=[C:14](B3OC(C)(C)C(C)(C)O3)[CH:13]=[C:12]([CH3:25])[CH:11]=2)[N:4]=1.Br[C:28]1[CH:29]=[N:30][N:31]([CH2:33][C:34](=[O:36])[CH3:35])[CH:32]=1.C(=O)([O-])[O-].[Na+].[Na+], predict the reaction product. The product is: [F:26][CH:2]([F:1])[C:3]1[CH:8]=[CH:7][N:6]=[C:5]([NH:9][C:10]2[CH:15]=[C:14]([C:28]3[CH:29]=[N:30][N:31]([CH2:33][C:34](=[O:36])[CH3:35])[CH:32]=3)[CH:13]=[C:12]([CH3:25])[CH:11]=2)[N:4]=1. (4) Given the reactants [CH2:1]([OH:19])[CH2:2]CCCCCCCCCCCCCCCC.C(N=C=O)CCCCC[N:26]=[C:27]=[O:28].C1C=C(CN=C=O)C=C(CN=C=O)C=1.[C:46]([O-:59])(=[O:58])[CH2:47][CH2:48]CCCCCCCCC.C([Sn+2]CCCC)CCC.[C:46]([O-:59])(=[O:58])[CH2:47][CH2:48]CCCCCCCCC.COC1C=CC(O)=CC=1, predict the reaction product. The product is: [C:46]([OH:59])(=[O:58])[CH:47]=[CH2:48].[NH2:26][C:27]([O:19][CH2:1][CH3:2])=[O:28].